Dataset: Catalyst prediction with 721,799 reactions and 888 catalyst types from USPTO. Task: Predict which catalyst facilitates the given reaction. (1) Reactant: [NH2:1][C:2]1[CH:7]=[CH:6][C:5]([C:8]([OH:17])([C:13]([F:16])([F:15])[F:14])[C:9]([F:12])([F:11])[F:10])=[CH:4][CH:3]=1.[C:18](O[C:18](=O)[CH2:19][CH2:20][CH3:21])(=O)[CH2:19][CH2:20][CH3:21].C(N(CC)CC)C. Product: [CH2:18]([NH:1][C:2]1[CH:3]=[CH:4][C:5]([C:8]([OH:17])([C:9]([F:10])([F:11])[F:12])[C:13]([F:14])([F:15])[F:16])=[CH:6][CH:7]=1)[CH2:19][CH2:20][CH3:21]. The catalyst class is: 64. (2) Reactant: [OH:1][C:2]1[C:11]2[C:6](=[CH:7][CH:8]=[CH:9][N:10]=2)[N:5]=[CH:4][C:3]=1[NH:12][C:13](=[O:18])[CH2:14][CH2:15][CH2:16][CH3:17].C1C=CC(N([S:26]([C:29]([F:32])([F:31])[F:30])(=[O:28])=[O:27])[S:26]([C:29]([F:32])([F:31])[F:30])(=[O:28])=[O:27])=CC=1.C(N(CC)CC)C. Product: [F:30][C:29]([F:32])([F:31])[S:26]([O:1][C:2]1[C:11]2[C:6](=[CH:7][CH:8]=[CH:9][N:10]=2)[N:5]=[CH:4][C:3]=1[NH:12][C:13](=[O:18])[CH2:14][CH2:15][CH2:16][CH3:17])(=[O:28])=[O:27]. The catalyst class is: 3. (3) Product: [C:1]1([B:11]([C:13]2[CH:18]=[CH:17][CH:16]=[CH:15][C:14]=2[O:19][C:20]2[CH:25]=[CH:24][CH:23]=[CH:22][C:21]=2[B:26]([C:28]2[C:37]3[C:32](=[CH:33][CH:34]=[CH:35][CH:36]=3)[CH:31]=[CH:30][CH:29]=2)[O:27][CH2:41][CH2:40][N:39]([CH3:43])[CH3:38])[O:12][CH2:41][CH2:40][N:39]([CH3:43])[CH3:38])[C:10]2[C:5](=[CH:6][CH:7]=[CH:8][CH:9]=2)[CH:4]=[CH:3][CH:2]=1. Reactant: [C:1]1([B:11]([C:13]2[CH:18]=[CH:17][CH:16]=[CH:15][C:14]=2[O:19][C:20]2[CH:25]=[CH:24][CH:23]=[CH:22][C:21]=2[B:26]([C:28]2[C:37]3[C:32](=[CH:33][CH:34]=[CH:35][CH:36]=3)[CH:31]=[CH:30][CH:29]=2)[OH:27])[OH:12])[C:10]2[C:5](=[CH:6][CH:7]=[CH:8][CH:9]=2)[CH:4]=[CH:3][CH:2]=1.[CH3:38][N:39]([CH3:43])[CH2:40][CH2:41]O. The catalyst class is: 8.